This data is from Catalyst prediction with 721,799 reactions and 888 catalyst types from USPTO. The task is: Predict which catalyst facilitates the given reaction. (1) Reactant: [Br:1][C:2]1[CH:8]=[CH:7][C:6]([F:9])=[CH:5][C:3]=1[NH2:4].N([O-])=[O:11].[Na+].[C:14]([O-])(=O)[CH3:15].[K+].[O:19]=[C:20]1[CH2:24][CH2:23][CH2:22][CH:21]1[C:25]([O:27][CH2:28][CH3:29])=[O:26]. Product: [Br:1][C:2]1[CH:8]=[CH:7][C:6]([F:9])=[C:5]2[C:3]=1[NH:4][C:21]([C:25]([O:27][CH2:28][CH3:29])=[O:26])=[C:22]2[CH2:23][CH2:24][C:20]([O:19][CH2:14][CH3:15])=[O:11]. The catalyst class is: 361. (2) Reactant: [F:1][C:2]1[CH:7]=[CH:6][C:5]([C:8]2[N:9]=[C:10]3[CH:15]=[C:14]([CH:16]4[O:20][CH2:19][N:18]([CH3:21])[CH2:17]4)[CH:13]=[CH:12][N:11]3[C:22]=2[C:23]2[CH:28]=[CH:27][N:26]=[C:25]([S:29][CH3:30])[N:24]=2)=[CH:4][CH:3]=1.[BH4-].[Na+]. Product: [F:1][C:2]1[CH:3]=[CH:4][C:5]([C:8]2[N:9]=[C:10]3[CH:15]=[C:14]([CH:16]([OH:20])[CH2:17][N:18]([CH3:21])[CH3:19])[CH:13]=[CH:12][N:11]3[C:22]=2[C:23]2[CH:28]=[CH:27][N:26]=[C:25]([S:29][CH3:30])[N:24]=2)=[CH:6][CH:7]=1. The catalyst class is: 8. (3) Reactant: C(OC(=O)C)(=O)C.[CH:8]([OH:10])=O.[NH2:11][C:12]1[CH:13]=[C:14]2[C:19](=[CH:20][N:21]=1)[C:18]([N:22]1[C:30](=[O:31])[C:29]3[C:24](=[CH:25][CH:26]=[CH:27][CH:28]=3)[C:23]1=[O:32])=[N:17][CH:16]=[CH:15]2. Product: [O:31]=[C:30]1[C:29]2[C:24](=[CH:25][CH:26]=[CH:27][CH:28]=2)[C:23](=[O:32])[N:22]1[C:18]1[N:17]=[CH:16][CH:15]=[C:14]2[C:19]=1[CH:20]=[N:21][C:12]([NH:11][CH:8]=[O:10])=[CH:13]2. The catalyst class is: 2. (4) Reactant: [N:1]12[CH2:8][CH2:7][CH:4]([CH2:5][CH2:6]1)[C@@H:3]([NH:9][C:10]([C:12]1[S:16][C:15]([N:17](C)[C:18](=O)OC(C)(C)C)=[N:14][CH:13]=1)=[O:11])[CH2:2]2.[ClH:26].O1CCOCC1. Product: [ClH:26].[N:1]12[CH2:6][CH2:5][CH:4]([CH2:7][CH2:8]1)[C@@H:3]([NH:9][C:10]([C:12]1[S:16][C:15]([NH:17][CH3:18])=[N:14][CH:13]=1)=[O:11])[CH2:2]2. The catalyst class is: 5.